This data is from Catalyst prediction with 721,799 reactions and 888 catalyst types from USPTO. The task is: Predict which catalyst facilitates the given reaction. (1) Reactant: [CH3:1][O:2][C:3](=[O:25])[CH2:4][C:5]1[CH:6]=[C:7]([C:13]2[CH:18]=[CH:17][C:16]([C:19]([F:22])([F:21])[F:20])=[CH:15][C:14]=2[CH2:23]O)[C:8]([O:11][CH3:12])=[CH:9][CH:10]=1.P(Br)(Br)[Br:27]. Product: [CH3:1][O:2][C:3](=[O:25])[CH2:4][C:5]1[CH:6]=[C:7]([C:13]2[CH:18]=[CH:17][C:16]([C:19]([F:22])([F:21])[F:20])=[CH:15][C:14]=2[CH2:23][Br:27])[C:8]([O:11][CH3:12])=[CH:9][CH:10]=1. The catalyst class is: 57. (2) Reactant: [Br:1][C:2]1[CH:3]=[C:4]([CH:8]=[CH:9][C:10]=1[O:11][CH3:12])[C:5]([OH:7])=O.C1N(P(Cl)(N2C(=O)OCC2)=O)C(=O)OC1.[CH3:28][NH:29][C:30]1[CH:31]=[N:32][CH:33]=[CH:34][CH:35]=1. Product: [Br:1][C:2]1[CH:3]=[C:4]([CH:8]=[CH:9][C:10]=1[O:11][CH3:12])[C:5]([N:29]([CH3:28])[C:30]1[CH:31]=[N:32][CH:33]=[CH:34][CH:35]=1)=[O:7]. The catalyst class is: 4. (3) Reactant: [F:1][C:2]1[CH:7]=[CH:6][C:5]([CH:8]([C:13]2[CH:14]=[N:15][C:16]([N:19]3[CH2:24][CH2:23][N:22]([C:25]([O:27][C:28]([CH3:31])([CH3:30])[CH3:29])=[O:26])[CH2:21][CH2:20]3)=[N:17][CH:18]=2)[C:9]([O:11][CH3:12])=[O:10])=[CH:4][CH:3]=1.N#N.[Li]CCCC.[CH2:39]=[O:40]. Product: [F:1][C:2]1[CH:7]=[CH:6][C:5]([C:8]([C:13]2[CH:14]=[N:15][C:16]([N:19]3[CH2:24][CH2:23][N:22]([C:25]([O:27][C:28]([CH3:31])([CH3:30])[CH3:29])=[O:26])[CH2:21][CH2:20]3)=[N:17][CH:18]=2)([CH2:39][OH:40])[C:9]([O:11][CH3:12])=[O:10])=[CH:4][CH:3]=1. The catalyst class is: 721. (4) Reactant: O.[OH-].[Na+:3].[CH:4]1[C:13]2[C:8](=[CH:9][CH:10]=[C:11]([O:14][CH:15]([CH2:21][CH2:22][CH3:23])[C:16]([O:18]CC)=[O:17])[CH:12]=2)[CH:7]=[CH:6][N:5]=1. Product: [Na+:3].[CH:4]1[C:13]2[C:8](=[CH:9][CH:10]=[C:11]([O:14][CH:15]([CH2:21][CH2:22][CH3:23])[C:16]([O-:18])=[O:17])[CH:12]=2)[CH:7]=[CH:6][N:5]=1. The catalyst class is: 5. (5) Reactant: [NH2:1][C:2]1[CH:22]=[CH:21][C:5]([O:6][C:7]2[C:16]3[C:11](=[CH:12][C:13]([O:17][CH2:18][CH2:19][OH:20])=[CH:14][CH:15]=3)[N:10]=[CH:9][CH:8]=2)=[CH:4][CH:3]=1.[CH3:23][N:24]1[C:28]([CH3:29])=[C:27]([C:30](O)=[O:31])[C:26](=[O:33])[N:25]1[C:34]1[CH:39]=[CH:38][CH:37]=[CH:36][CH:35]=1.C1C=NC2N(O)N=NC=2C=1.CCN=C=NCCCN(C)C. Product: [OH:20][CH2:19][CH2:18][O:17][C:13]1[CH:12]=[C:11]2[C:16]([C:7]([O:6][C:5]3[CH:4]=[CH:3][C:2]([NH:1][C:30]([C:27]4[C:26](=[O:33])[N:25]([C:34]5[CH:35]=[CH:36][CH:37]=[CH:38][CH:39]=5)[N:24]([CH3:23])[C:28]=4[CH3:29])=[O:31])=[CH:22][CH:21]=3)=[CH:8][CH:9]=[N:10]2)=[CH:15][CH:14]=1. The catalyst class is: 34. (6) Reactant: [OH:1][C:2]1[CH:3]=[C:4]([CH2:13][C:14]([O:16][CH3:17])=[O:15])[CH:5]=[C:6]([O:11][CH3:12])[C:7]=1[N+:8]([O-])=O. Product: [NH2:8][C:7]1[C:6]([O:11][CH3:12])=[CH:5][C:4]([CH2:13][C:14]([O:16][CH3:17])=[O:15])=[CH:3][C:2]=1[OH:1]. The catalyst class is: 29. (7) Reactant: [CH3:1][O:2][C:3]1[N:4]=[N+:5]([O-])[CH:6]=[CH:7][CH:8]=1.S(OC)(OC)(=O)=O.[O-][C:18]#[N:19].[K+].C(=O)(O)[O-].[Na+]. Product: [C:18]([C:6]1[N:5]=[N:4][C:3]([O:2][CH3:1])=[CH:8][CH:7]=1)#[N:19]. The catalyst class is: 127. (8) Reactant: [CH:1]([NH:4][CH:5]([CH3:7])[CH3:6])([CH3:3])[CH3:2].[C:8]1([P:14](Cl)[Cl:15])[CH:13]=[CH:12][CH:11]=[CH:10][CH:9]=1. Product: [Cl:15][P:14]([N:4]([CH:5]([CH3:7])[CH3:6])[CH:1]([CH3:3])[CH3:2])[C:8]1[CH:13]=[CH:12][CH:11]=[CH:10][CH:9]=1. The catalyst class is: 81. (9) Reactant: CN(C(ON1N=NC2C=CC=NC1=2)=[N+](C)C)C.F[P-](F)(F)(F)(F)F.[NH2:25][C:26]1[CH:34]=[C:33]([Cl:35])[CH:32]=[CH:31][C:27]=1[C:28]([OH:30])=O.Cl.[NH2:37][C@@H:38]([CH:43]1[CH2:48][CH2:47][CH2:46][CH2:45][CH2:44]1)[C:39]([O:41][CH3:42])=[O:40].C(N(C(C)C)CC)(C)C. Product: [NH2:25][C:26]1[CH:34]=[C:33]([Cl:35])[CH:32]=[CH:31][C:27]=1[C:28]([NH:37][C@@H:38]([CH:43]1[CH2:48][CH2:47][CH2:46][CH2:45][CH2:44]1)[C:39]([O:41][CH3:42])=[O:40])=[O:30]. The catalyst class is: 39. (10) Reactant: [CH:1]1([CH2:4][O:5][C:6]2[C:16]([O:17][CH3:18])=[CH:15][CH:14]=[C:13]([C:19]3[CH:20]=[C:21]4[C:25](=[CH:26][CH:27]=3)[C:24](=[O:28])[O:23][CH2:22]4)[C:7]=2[O:8][CH2:9][C:10]([OH:12])=O)[CH2:3][CH2:2]1.CCN=C=[N:33][CH2:34][CH2:35][CH2:36]N(C)C.Cl.C(N(CC)CC)C.C1C=CC2N(O)N=NC=2C=1.C(N)CC. Product: [CH:1]1([CH2:4][O:5][C:6]2[C:16]([O:17][CH3:18])=[CH:15][CH:14]=[C:13]([C:19]3[CH:20]=[C:21]4[C:25](=[CH:26][CH:27]=3)[C:24](=[O:28])[O:23][CH2:22]4)[C:7]=2[O:8][CH2:9][C:10]([NH:33][CH2:34][CH2:35][CH3:36])=[O:12])[CH2:2][CH2:3]1. The catalyst class is: 46.